This data is from NCI-60 drug combinations with 297,098 pairs across 59 cell lines. The task is: Regression. Given two drug SMILES strings and cell line genomic features, predict the synergy score measuring deviation from expected non-interaction effect. (1) Drug 2: CCCS(=O)(=O)NC1=C(C(=C(C=C1)F)C(=O)C2=CNC3=C2C=C(C=N3)C4=CC=C(C=C4)Cl)F. Synergy scores: CSS=33.8, Synergy_ZIP=-11.5, Synergy_Bliss=-5.74, Synergy_Loewe=-1.11, Synergy_HSA=0.709. Cell line: LOX IMVI. Drug 1: CC1C(C(CC(O1)OC2CC(CC3=C2C(=C4C(=C3O)C(=O)C5=C(C4=O)C(=CC=C5)OC)O)(C(=O)C)O)N)O.Cl. (2) Drug 1: CC1=C(C(=CC=C1)Cl)NC(=O)C2=CN=C(S2)NC3=CC(=NC(=N3)C)N4CCN(CC4)CCO. Drug 2: CN(CC1=CN=C2C(=N1)C(=NC(=N2)N)N)C3=CC=C(C=C3)C(=O)NC(CCC(=O)O)C(=O)O. Cell line: PC-3. Synergy scores: CSS=55.2, Synergy_ZIP=1.97, Synergy_Bliss=-1.56, Synergy_Loewe=-1.66, Synergy_HSA=-1.14.